From a dataset of Peptide-MHC class II binding affinity with 134,281 pairs from IEDB. Regression. Given a peptide amino acid sequence and an MHC pseudo amino acid sequence, predict their binding affinity value. This is MHC class II binding data. (1) The peptide sequence is HRLMSAAVKDERAVH. The MHC is DRB3_0101 with pseudo-sequence DRB3_0101. The binding affinity (normalized) is 0.361. (2) The peptide sequence is VVNPSVKTVREAGILITA. The MHC is DRB1_1501 with pseudo-sequence DRB1_1501. The binding affinity (normalized) is 0.226. (3) The peptide sequence is VFKEKVDTRAKDPPA. The MHC is DRB1_1101 with pseudo-sequence DRB1_1101. The binding affinity (normalized) is 0. (4) The binding affinity (normalized) is 0.295. The peptide sequence is SEAVLRGQALLVNSS. The MHC is DRB1_0401 with pseudo-sequence DRB1_0401. (5) The peptide sequence is DCLKNSADTISSYFVGKM. The MHC is DRB1_1101 with pseudo-sequence DRB1_1101. The binding affinity (normalized) is 0. (6) The peptide sequence is TPVNIIGRNLLTQIG. The MHC is DRB3_0202 with pseudo-sequence DRB3_0202. The binding affinity (normalized) is 0.160. (7) The peptide sequence is LKKSDIDEIVLVGGSTRIPK. The MHC is DRB1_0405 with pseudo-sequence DRB1_0405. The binding affinity (normalized) is 0.523. (8) The peptide sequence is IIGVLHQNFKDTSMQ. The MHC is DRB1_0801 with pseudo-sequence DRB1_0801. The binding affinity (normalized) is 0.453. (9) The peptide sequence is AEMVIHHQHVQDCDE. The MHC is DRB3_0301 with pseudo-sequence DRB3_0301. The binding affinity (normalized) is 0.617.